Predict which catalyst facilitates the given reaction. From a dataset of Catalyst prediction with 721,799 reactions and 888 catalyst types from USPTO. (1) Reactant: [Br:1][C:2]1[CH:10]=[C:9]([CH2:11][CH3:12])[CH:8]=[C:7]2[C:3]=1[CH2:4][CH:5]([CH3:14])[C:6]2=[O:13].[BH4-].[Na+].[OH-].[K+].N[C@H:20](C(O)=O)CCSC. Product: [Br:1][C:2]1[CH:10]=[C:9]([CH2:11][CH3:12])[CH:8]=[C:7]2[C:3]=1[CH2:4][CH:5]([CH3:14])[CH:6]2[O:13][CH3:20]. The catalyst class is: 36. (2) Reactant: [NH2:1][C:2]1[CH:3]=[C:4]([CH:16]=[C:17]([O:20][CH3:21])[C:18]=1[CH3:19])[C:5]([NH:7][CH2:8][C:9]1[CH:14]=[CH:13][CH:12]=[C:11]([Cl:15])[CH:10]=1)=[O:6].[N:22](OCCC(C)C)=O.C1OCCOCCOCCOCCOCCOC1.C([O-])(=O)C.[K+]. Product: [Cl:15][C:11]1[CH:10]=[C:9]([CH:14]=[CH:13][CH:12]=1)[CH2:8][NH:7][C:5]([C:4]1[CH:3]=[C:2]2[C:18]([CH:19]=[N:22][NH:1]2)=[C:17]([O:20][CH3:21])[CH:16]=1)=[O:6]. The catalyst class is: 165. (3) Product: [OH:43][CH2:42][C@H:41]([NH:40][CH2:2][C:3]([N:5]1[CH2:10][CH2:9][C:8]2=[N:11][N:12]([C:15]3[S:19][C:18]([C:20]4[CH:21]=[CH:22][C:23]([O:28][CH:29]([CH3:31])[CH3:30])=[C:24]([CH:27]=4)[C:25]#[N:26])=[N:17][N:16]=3)[C:13]([CH3:14])=[C:7]2[CH2:6]1)=[O:4])[CH3:44]. The catalyst class is: 10. Reactant: Br[CH2:2][C:3]([N:5]1[CH2:10][CH2:9][C:8]2=[N:11][N:12]([C:15]3[S:19][C:18]([C:20]4[CH:21]=[CH:22][C:23]([O:28][CH:29]([CH3:31])[CH3:30])=[C:24]([CH:27]=4)[C:25]#[N:26])=[N:17][N:16]=3)[C:13]([CH3:14])=[C:7]2[CH2:6]1)=[O:4].[I-].[K+].C(=O)([O-])[O-].[K+].[K+].[NH2:40][C@H:41]([CH3:44])[CH2:42][OH:43]. (4) Reactant: [C:1](=[O:4])([O-])[O-].[K+].[K+].[Br:7][C:8]1[CH:14]=[CH:13][C:11](O)=[CH:10][C:9]=1[OH:15].[CH2:16](Br)[C:17]1[CH:22]=[CH:21][CH:20]=[CH:19][CH:18]=1. Product: [CH2:16]([O:15][C:9]1[CH:10]=[C:11]([O:4][CH2:1][C:8]2[CH:14]=[CH:13][CH:11]=[CH:10][CH:9]=2)[CH:13]=[CH:14][C:8]=1[Br:7])[C:17]1[CH:22]=[CH:21][CH:20]=[CH:19][CH:18]=1. The catalyst class is: 21. (5) Reactant: [C:1]([NH:20][C@@H:21]1[CH2:25][C:24]([C:26](OC)=[O:27])=[CH:23][CH2:22]1)([C:14]1[CH:19]=[CH:18][CH:17]=[CH:16][CH:15]=1)([C:8]1[CH:13]=[CH:12][CH:11]=[CH:10][CH:9]=1)[C:2]1[CH:7]=[CH:6][CH:5]=[CH:4][CH:3]=1.[H-].C([Al+]CC(C)C)C(C)C. Product: [C:1]([NH:20][C@@H:21]1[CH2:25][C:24]([CH2:26][OH:27])=[CH:23][CH2:22]1)([C:8]1[CH:9]=[CH:10][CH:11]=[CH:12][CH:13]=1)([C:14]1[CH:19]=[CH:18][CH:17]=[CH:16][CH:15]=1)[C:2]1[CH:3]=[CH:4][CH:5]=[CH:6][CH:7]=1. The catalyst class is: 11. (6) Reactant: [CH3:1][C:2]1[CH:7]=[C:6]([N:8]2[CH2:12][CH2:11][C@H:10]([CH2:13][N:14]3[CH2:18][CH2:17][CH2:16][C@@H:15]3[CH3:19])[CH2:9]2)[CH:5]=[CH:4][C:3]=1[NH2:20].[F:21][C:22]1[CH:23]=[CH:24][C:25]([CH3:31])=[C:26]([CH:30]=1)[C:27](Cl)=[O:28].CO.NCCNCCN. Product: [F:21][C:22]1[CH:23]=[CH:24][C:25]([CH3:31])=[C:26]([CH:30]=1)[C:27]([NH:20][C:3]1[CH:4]=[CH:5][C:6]([N:8]2[CH2:12][CH2:11][C@H:10]([CH2:13][N:14]3[CH2:18][CH2:17][CH2:16][C@@H:15]3[CH3:19])[CH2:9]2)=[CH:7][C:2]=1[CH3:1])=[O:28]. The catalyst class is: 202.